From a dataset of Forward reaction prediction with 1.9M reactions from USPTO patents (1976-2016). Predict the product of the given reaction. (1) Given the reactants C[O:2][C:3]([C:5]1[CH:9]([C:10](=[O:22])[NH:11][C@H:12]([C:15]([O:17][C:18]([CH3:21])([CH3:20])[CH3:19])=[O:16])[CH2:13][CH3:14])[CH2:8][CH:7]([O:23][C:24]2[C:33]3[C:28](=[CH:29][C:30]([O:34][CH3:35])=[CH:31][CH:32]=3)[N:27]=[C:26]([C:36]3[CH:41]=[CH:40][CH:39]=[CH:38][CH:37]=3)[CH:25]=2)[CH:6]=1)=[O:4].C(OC([C@@H](NC(C1C(C(O)=O)=CC(OC2C3C(=CC(OC)=CC=3)N=C(C3C=CC=CC=3)C=2)C1)=O)CCC)=O)(C)(C)C, predict the reaction product. The product is: [C:18]([O:17][C:15]([C@@H:12]([NH:11][C:10]([CH:9]1[C:5]([C:3]([OH:4])=[O:2])=[CH:6][CH:7]([O:23][C:24]2[C:33]3[C:28](=[CH:29][C:30]([O:34][CH3:35])=[CH:31][CH:32]=3)[N:27]=[C:26]([C:36]3[CH:37]=[CH:38][CH:39]=[CH:40][CH:41]=3)[CH:25]=2)[CH2:8]1)=[O:22])[CH2:13][CH3:14])=[O:16])([CH3:19])([CH3:20])[CH3:21]. (2) Given the reactants [CH3:1][CH:2]1[CH2:8][C:7]2[CH:9]=[C:10]3[O:15][CH2:14][O:13][C:11]3=[CH:12][C:6]=2[C:5]([C:16]2[CH:21]=[CH:20][C:19]([N+:22]([O-:24])=[O:23])=[CH:18][CH:17]=2)=[N:4][N:3]1[C:25](=[S:27])[NH2:26].[CH2:28](Br)[C:29]([C:31]1[CH:36]=[CH:35][CH:34]=[CH:33][CH:32]=1)=O, predict the reaction product. The product is: [CH3:1][CH:2]1[CH2:8][C:7]2[CH:9]=[C:10]3[O:15][CH2:14][O:13][C:11]3=[CH:12][C:6]=2[C:5]([C:16]2[CH:17]=[CH:18][C:19]([N+:22]([O-:24])=[O:23])=[CH:20][CH:21]=2)=[N:4][N:3]1[C:25]1[S:27][CH:28]=[C:29]([C:31]2[CH:36]=[CH:35][CH:34]=[CH:33][CH:32]=2)[N:26]=1. (3) Given the reactants [CH2:1]([N:8]1[C:17](=[O:18])[C:16]2[C:11](=[CH:12][C:13]([O:20][CH3:21])=[C:14]([OH:19])[CH:15]=2)[N:10]=[CH:9]1)[C:2]1[CH:7]=[CH:6][CH:5]=[CH:4][CH:3]=1.[CH2:22]([O:24][C:25]([N:27]1[CH2:32][CH2:31][CH:30](OS(C)(=O)=O)[CH2:29][CH2:28]1)=[O:26])[CH3:23].C(=O)([O-])[O-].[K+].[K+], predict the reaction product. The product is: [CH2:1]([N:8]1[C:17](=[O:18])[C:16]2[C:11](=[CH:12][C:13]([O:20][CH3:21])=[C:14]([O:19][CH:30]3[CH2:31][CH2:32][N:27]([C:25]([O:24][CH2:22][CH3:23])=[O:26])[CH2:28][CH2:29]3)[CH:15]=2)[N:10]=[CH:9]1)[C:2]1[CH:3]=[CH:4][CH:5]=[CH:6][CH:7]=1. (4) The product is: [N:16]1[CH:17]=[CH:18][CH:19]=[CH:20][C:15]=1[C:11]1[CH:10]=[C:9]([CH2:8][NH2:7])[CH:14]=[CH:13][CH:12]=1. Given the reactants C(OC(=O)[NH:7][CH2:8][C:9]1[CH:14]=[CH:13][CH:12]=[C:11]([C:15]2[CH:20]=[CH:19][CH:18]=[CH:17][N:16]=2)[CH:10]=1)(C)(C)C.Cl, predict the reaction product. (5) Given the reactants C([N:8]1[CH2:13][CH2:12][C@H:11]2[CH2:14][N:15]([C:17]([O:19][C:20]([CH3:23])([CH3:22])[CH3:21])=[O:18])[CH2:16][C@H:10]2[CH2:9]1)C1C=CC=CC=1, predict the reaction product. The product is: [CH2:14]1[C@H:11]2[C@H:10]([CH2:9][NH:8][CH2:13][CH2:12]2)[CH2:16][N:15]1[C:17]([O:19][C:20]([CH3:23])([CH3:22])[CH3:21])=[O:18].